This data is from Forward reaction prediction with 1.9M reactions from USPTO patents (1976-2016). The task is: Predict the product of the given reaction. (1) Given the reactants C([O:5][C:6](=[O:44])[CH2:7][CH2:8][N:9](C(OC(C)(C)C)=O)[CH2:10][C:11]([N:13]1[C:21]2[C:16](=[CH:17][C:18]([O:22][CH2:23][C:24]3[CH:28]=[C:27]([C:29]#[N:30])[N:26]([C:31]4[CH:36]=[CH:35][CH:34]=[CH:33][CH:32]=4)[N:25]=3)=[CH:19][CH:20]=2)[CH2:15][CH2:14]1)=[O:12])(C)(C)C.[ClH:45].O1CCOCC1, predict the reaction product. The product is: [ClH:45].[C:29]([C:27]1[N:26]([C:31]2[CH:32]=[CH:33][CH:34]=[CH:35][CH:36]=2)[N:25]=[C:24]([CH2:23][O:22][C:18]2[CH:17]=[C:16]3[C:21](=[CH:20][CH:19]=2)[N:13]([C:11](=[O:12])[CH2:10][NH:9][CH2:8][CH2:7][C:6]([OH:44])=[O:5])[CH2:14][CH2:15]3)[CH:28]=1)#[N:30]. (2) Given the reactants [H-].[Na+].CC(C)=[O:5].C(=O)=O.C(OP(OCC)OCC)C.[CH2:20]1[CH2:43][O:42][CH:41]2[CH:22]([CH2:23][C:24]3[C@:39]([CH3:44])([CH2:40]2)[C@@H:38]2[C@H:27]([C@H:28]4[C@:35]([CH3:49])([CH2:36][C@H:37]2[O:45][C:46](=[O:48])[CH3:47])[C@@H:31]([C:32](=[O:34])[CH3:33])[CH2:30][CH2:29]4)[CH2:26][CH:25]=3)[O:21]1, predict the reaction product. The product is: [CH2:20]1[CH2:43][O:42][CH:41]2[CH:22]([CH2:23][C:24]3[C@:39]([CH3:44])([CH2:40]2)[C@@H:38]2[C@H:27]([C@H:28]4[C@:35]([CH3:49])([CH2:36][C@H:37]2[O:45][C:46](=[O:48])[CH3:47])[C@@:31]([OH:5])([C:32](=[O:34])[CH3:33])[CH2:30][CH2:29]4)[CH2:26][CH:25]=3)[O:21]1. (3) Given the reactants Cl.[CH2:2]([O:9][C:10]1[C:19]([O:20][CH3:21])=[CH:18][CH:17]=[C:16]2[C:11]=1[CH2:12][CH2:13][N:14]=[CH:15]2)[C:3]1[CH:8]=[CH:7][CH:6]=[CH:5][CH:4]=1, predict the reaction product. The product is: [CH2:2]([O:9][C:10]1[C:19]([O:20][CH3:21])=[CH:18][CH:17]=[C:16]2[C:11]=1[CH2:12][CH2:13][N:14]=[CH:15]2)[C:3]1[CH:8]=[CH:7][CH:6]=[CH:5][CH:4]=1. (4) Given the reactants Cl[C:2]1[CH:7]=[CH:6][C:5](Cl)=[CH:4][C:3]=1[CH:9]1[CH2:11][CH2:10]1.[CH2:12]([C:16]1[CH:21]=[CH:20][C:19]([C:22]#[CH:23])=[CH:18][CH:17]=1)[CH2:13][CH2:14][CH3:15].C(=O)([O-])[O-].[Cs+].[Cs+].C1(P(C2CCCCC2)[C:37]2[CH:42]=[CH:41]C=C[C:38]=2[C:43]2[C:48](C(C)C)=[CH:47][C:46]([CH:52](C)[CH3:53])=[CH:45][C:44]=2C(C)C)CCCCC1, predict the reaction product. The product is: [CH2:12]([C:16]1[CH:17]=[CH:18][C:19]([C:22]#[C:23][C:2]2[CH:7]=[CH:6][C:5]([C:53]#[C:52][C:46]3[CH:47]=[CH:48][C:43]([CH2:38][CH2:37][CH2:42][CH3:41])=[CH:44][CH:45]=3)=[CH:4][C:3]=2[CH:9]2[CH2:11][CH2:10]2)=[CH:20][CH:21]=1)[CH2:13][CH2:14][CH3:15]. (5) Given the reactants Br[C:2]1[C:7]2[S:8][C:9]([C:11]([O:13][CH3:14])=[O:12])=[CH:10][C:6]=2[CH:5]=[CH:4][CH:3]=1.[CH3:15][C:16]1[CH:17]=[C:18](B(O)O)[CH:19]=[CH:20][CH:21]=1.[Cl-].[Li+].C(=O)([O-])[O-].[Na+].[Na+], predict the reaction product. The product is: [CH3:15][C:16]1[CH:21]=[C:20]([C:2]2[C:7]3[S:8][C:9]([C:11]([O:13][CH3:14])=[O:12])=[CH:10][C:6]=3[CH:5]=[CH:4][CH:3]=2)[CH:19]=[CH:18][CH:17]=1. (6) Given the reactants [CH2:1]([O:5][C:6]1[C:11](I)=[CH:10][C:9]([C:13]([CH3:16])([CH3:15])[CH3:14])=[CH:8][C:7]=1[C:17]([CH3:20])([CH3:19])[CH3:18])[CH2:2][CH2:3][CH3:4].C([Li])(C)(C)C.[B:26](OC)([O:29]C)[O:27]C, predict the reaction product. The product is: [CH2:1]([O:5][C:6]1[C:7]([C:17]([CH3:20])([CH3:19])[CH3:18])=[CH:8][C:9]([C:13]([CH3:16])([CH3:15])[CH3:14])=[CH:10][C:11]=1[B:26]([OH:29])[OH:27])[CH2:2][CH2:3][CH3:4]. (7) Given the reactants [Cl:1][CH2:2][CH2:3][O:4][C:5]1[CH:26]=[CH:25][C:8]([C:9]([CH:11]2[C:19](=[O:20])[C:18]3[C:13](=[CH:14][CH:15]=[CH:16][C:17]=3[N+:21]([O-])=O)[C:12]2=[O:24])=[O:10])=[CH:7][CH:6]=1, predict the reaction product. The product is: [NH2:21][C:17]1[CH:16]=[CH:15][CH:14]=[C:13]2[C:18]=1[C:19](=[O:20])[CH:11]([C:9](=[O:10])[C:8]1[CH:25]=[CH:26][C:5]([O:4][CH2:3][CH2:2][Cl:1])=[CH:6][CH:7]=1)[C:12]2=[O:24]. (8) Given the reactants [CH2:1]([O:8][N:9]1[C:14]2[N:15]=[CH:16][N:17]=[CH:18][C:13]=2[C:12](O)=[C:11]([C:20]([O:22][CH2:23][CH3:24])=[O:21])[C:10]1=[O:25])[C:2]1[CH:7]=[CH:6][CH:5]=[CH:4][CH:3]=1.C([N:28]([CH2:31][CH3:32])CC)C, predict the reaction product. The product is: [NH:28]([C:12]1[C:13]2[CH:18]=[N:17][CH:16]=[N:15][C:14]=2[N:9]([O:8][CH2:1][C:2]2[CH:7]=[CH:6][CH:5]=[CH:4][CH:3]=2)[C:10](=[O:25])[C:11]=1[C:20]([O:22][CH2:23][CH3:24])=[O:21])[C:31]1[CH:32]=[CH:4][CH:3]=[CH:2][CH:1]=1.